From a dataset of Peptide-MHC class I binding affinity with 185,985 pairs from IEDB/IMGT. Regression. Given a peptide amino acid sequence and an MHC pseudo amino acid sequence, predict their binding affinity value. This is MHC class I binding data. (1) The peptide sequence is ALASCMGLIY. The MHC is HLA-A30:02 with pseudo-sequence HLA-A30:02. The binding affinity (normalized) is 0.276. (2) The peptide sequence is LVGNTLTTC. The MHC is HLA-B18:01 with pseudo-sequence HLA-B18:01. The binding affinity (normalized) is 0.0847. (3) The peptide sequence is SYWVRANFK. The MHC is HLA-A02:01 with pseudo-sequence HLA-A02:01. The binding affinity (normalized) is 0.0847. (4) The peptide sequence is DTRGIFSAY. The MHC is HLA-B58:01 with pseudo-sequence HLA-B58:01. The binding affinity (normalized) is 0.0847.